This data is from Full USPTO retrosynthesis dataset with 1.9M reactions from patents (1976-2016). The task is: Predict the reactants needed to synthesize the given product. (1) Given the product [Br:15][C:13]1[CH:12]=[CH:11][C:10]2[O:16][CH2:18][C:19](=[O:20])[NH:8][C:9]=2[CH:14]=1, predict the reactants needed to synthesize it. The reactants are: C(N(CC)CC)C.[NH2:8][C:9]1[CH:14]=[C:13]([Br:15])[CH:12]=[CH:11][C:10]=1[OH:16].Cl[CH2:18][C:19](Cl)=[O:20].[H-].[Na+]. (2) Given the product [CH3:16][C:2]1([CH3:1])[O:6][C:5](=[O:7])[CH:4]([CH:8]([C:9]([N:24]2[CH2:25][CH2:26][CH2:27][C@H:23]2[C:22]([O:21][C:17]([CH3:20])([CH3:19])[CH3:18])=[O:28])=[O:11])[CH2:12][CH2:13][CH2:14][CH3:15])[O:3]1, predict the reactants needed to synthesize it. The reactants are: [CH3:1][C:2]1([CH3:16])[O:6][C:5](=[O:7])[CH:4]([CH:8]([CH2:12][CH2:13][CH2:14][CH3:15])[C:9]([OH:11])=O)[O:3]1.[C:17]([O:21][C:22](=[O:28])[C@@H:23]1[CH2:27][CH2:26][CH2:25][NH:24]1)([CH3:20])([CH3:19])[CH3:18].CCN(C(C)C)C(C)C.C1CN([P+](ON2N=NC3C=CC=CC2=3)(N2CCCC2)N2CCCC2)CC1.F[P-](F)(F)(F)(F)F.